Dataset: NCI-60 drug combinations with 297,098 pairs across 59 cell lines. Task: Regression. Given two drug SMILES strings and cell line genomic features, predict the synergy score measuring deviation from expected non-interaction effect. Drug 2: CC1=C(C=C(C=C1)C(=O)NC2=CC(=CC(=C2)C(F)(F)F)N3C=C(N=C3)C)NC4=NC=CC(=N4)C5=CN=CC=C5. Synergy scores: CSS=58.8, Synergy_ZIP=12.5, Synergy_Bliss=14.0, Synergy_Loewe=-7.78, Synergy_HSA=10.8. Drug 1: COC1=CC(=CC(=C1O)OC)C2C3C(COC3=O)C(C4=CC5=C(C=C24)OCO5)OC6C(C(C7C(O6)COC(O7)C8=CC=CS8)O)O. Cell line: RPMI-8226.